Dataset: Reaction yield outcomes from USPTO patents with 853,638 reactions. Task: Predict the reaction yield, written as a fraction of the theoretical maximum amount of product (1.0 means a 100% yield; for example, 0.34 means a 34% yield). The reactants are C([O:3][C:4]([C:6]1[CH:7]=[C:8]2[C:13](=[CH:14][CH:15]=1)[NH:12][CH:11]([C:16]1[CH:17]=[N:18][CH:19]=[C:20]([N:22]3[CH2:27][CH2:26][O:25][CH2:24][CH2:23]3)[CH:21]=1)[C:10]([CH3:29])([CH3:28])[CH2:9]2)=[O:5])C.[OH-].[Na+].Cl. The catalyst is CO.O1CCCC1.O. The product is [CH3:28][C:10]1([CH3:29])[CH2:9][C:8]2[C:13](=[CH:14][CH:15]=[C:6]([C:4]([OH:5])=[O:3])[CH:7]=2)[NH:12][CH:11]1[C:16]1[CH:17]=[N:18][CH:19]=[C:20]([N:22]2[CH2:23][CH2:24][O:25][CH2:26][CH2:27]2)[CH:21]=1. The yield is 0.900.